Dataset: Full USPTO retrosynthesis dataset with 1.9M reactions from patents (1976-2016). Task: Predict the reactants needed to synthesize the given product. The reactants are: [Cl:1][C:2]1[S:3][C:4]([S:7](Cl)(=[O:9])=[O:8])=[CH:5][N:6]=1.CC[N:13](CC)CC. Given the product [Cl:1][C:2]1[S:3][C:4]([S:7]([NH2:13])(=[O:9])=[O:8])=[CH:5][N:6]=1, predict the reactants needed to synthesize it.